Dataset: Peptide-MHC class II binding affinity with 134,281 pairs from IEDB. Task: Regression. Given a peptide amino acid sequence and an MHC pseudo amino acid sequence, predict their binding affinity value. This is MHC class II binding data. (1) The peptide sequence is YDKSLANVSTVLTGK. The MHC is DRB1_0701 with pseudo-sequence DRB1_0701. The binding affinity (normalized) is 0.484. (2) The peptide sequence is ARTDLLAFTRLPQAD. The MHC is HLA-DPA10103-DPB10401 with pseudo-sequence HLA-DPA10103-DPB10401. The binding affinity (normalized) is 0.351. (3) The peptide sequence is LALGNQEGSLKTALT. The MHC is DRB4_0101 with pseudo-sequence DRB4_0103. The binding affinity (normalized) is 0.233. (4) The peptide sequence is SGKAFGAMAKKGQED. The MHC is DRB1_0401 with pseudo-sequence DRB1_0401. The binding affinity (normalized) is 0.292. (5) The peptide sequence is EKKYFAATQFRPLAA. The MHC is HLA-DPA10201-DPB11401 with pseudo-sequence HLA-DPA10201-DPB11401. The binding affinity (normalized) is 0.641. (6) The peptide sequence is FDSFVASLTEALRVI. The MHC is DRB5_0101 with pseudo-sequence DRB5_0101. The binding affinity (normalized) is 0.669. (7) The peptide sequence is VAAFTEALRIIAGVL. The MHC is DRB1_1302 with pseudo-sequence DRB1_1302. The binding affinity (normalized) is 0.485.